Dataset: Full USPTO retrosynthesis dataset with 1.9M reactions from patents (1976-2016). Task: Predict the reactants needed to synthesize the given product. Given the product [Cl:15][C:16]1[CH:24]=[CH:23][C:19]([C:20]([N:8]2[C:9]3[C:4](=[CH:3][C:2]([CH3:1])=[CH:11][CH:10]=3)[CH:5]=[CH:6][CH:7]2[C:12]#[N:13])=[O:21])=[CH:18][CH:17]=1, predict the reactants needed to synthesize it. The reactants are: [CH3:1][C:2]1[CH:3]=[C:4]2[C:9](=[CH:10][CH:11]=1)[N:8]=[CH:7][CH:6]=[CH:5]2.[C-:12]#[N:13].[K+].[Cl:15][C:16]1[CH:24]=[CH:23][C:19]([C:20](Cl)=[O:21])=[CH:18][CH:17]=1.